This data is from Full USPTO retrosynthesis dataset with 1.9M reactions from patents (1976-2016). The task is: Predict the reactants needed to synthesize the given product. (1) Given the product [O:17]1[CH2:16][CH2:15][CH:14]([C:12]2[N:11]=[C:10]([CH:20]3[CH2:21][CH2:22][NH:23][CH2:24][CH2:25]3)[N:9]([CH2:8][CH2:7][N:2]3[CH2:3][CH2:4][CH2:5][CH2:6]3)[CH:13]=2)[CH2:19][CH2:18]1, predict the reactants needed to synthesize it. The reactants are: Cl.[N:2]1([CH2:7][CH2:8][N:9]2[CH:13]=[C:12]([CH:14]3[CH2:19][CH2:18][O:17][CH2:16][CH2:15]3)[N:11]=[C:10]2[CH:20]2[CH2:25][CH2:24][N:23](C(OC(C)(C)C)=O)[CH2:22][CH2:21]2)[CH2:6][CH2:5][CH2:4][CH2:3]1. (2) Given the product [Cl:9][C:10]1[CH:11]=[CH:12][C:13]([C:16]2([C:18]3[CH:23]=[CH:22][C:21]([N+:24]([O-:26])=[O:25])=[CH:20][CH:19]=3)[O:34][CH2:1][CH2:7][O:17]2)=[CH:14][CH:15]=1, predict the reactants needed to synthesize it. The reactants are: [C:1]1([CH3:7])C=CC=CC=1.O.[Cl:9][C:10]1[CH:15]=[CH:14][C:13]([C:16]([C:18]2[CH:23]=[CH:22][C:21]([N+:24]([O-:26])=[O:25])=[CH:20][CH:19]=2)=[O:17])=[CH:12][CH:11]=1.C1(C)C=CC(S(O)(=O)=[O:34])=CC=1.